From a dataset of Full USPTO retrosynthesis dataset with 1.9M reactions from patents (1976-2016). Predict the reactants needed to synthesize the given product. (1) Given the product [Br:16][C:17]1[CH:22]=[C:21]([NH:1][CH2:2][CH:3]2[CH2:8][CH2:7][CH2:6][N:5]([C:9]([O:11][C:12]([CH3:15])([CH3:14])[CH3:13])=[O:10])[CH2:4]2)[C:20]([N+:24]([O-:26])=[O:25])=[CH:19][N:18]=1, predict the reactants needed to synthesize it. The reactants are: [NH2:1][CH2:2][CH:3]1[CH2:8][CH2:7][CH2:6][N:5]([C:9]([O:11][C:12]([CH3:15])([CH3:14])[CH3:13])=[O:10])[CH2:4]1.[Br:16][C:17]1[CH:22]=[C:21](Cl)[C:20]([N+:24]([O-:26])=[O:25])=[CH:19][N:18]=1.C(N(CC)CC)C. (2) Given the product [F:1][C:2]([F:13])([F:12])[C:3]1[CH:4]=[C:5]([C:15]2[N:20]=[C:19]([C:21](=[O:23])[CH3:22])[CH:18]=[CH:17][CH:16]=2)[CH:6]=[CH:7][CH:8]=1, predict the reactants needed to synthesize it. The reactants are: [F:1][C:2]([F:13])([F:12])[C:3]1[CH:4]=[C:5](B(O)O)[CH:6]=[CH:7][CH:8]=1.Br[C:15]1[N:20]=[C:19]([C:21](=[O:23])[CH3:22])[CH:18]=[CH:17][CH:16]=1.C([O-])([O-])=O.[K+].[K+]. (3) Given the product [CH3:11][CH:12]1[CH2:17][CH2:16][CH2:15][CH2:14][N:13]1[CH2:18][CH2:19][CH2:20][NH:21][CH2:9][C:3]1[CH:2]=[CH:1][C:6]([CH:7]=[O:8])=[CH:5][CH:4]=1, predict the reactants needed to synthesize it. The reactants are: [CH:1]1[C:6]([CH:7]=[O:8])=[CH:5][CH:4]=[C:3]([CH:9]=O)[CH:2]=1.[CH3:11][CH:12]1[CH2:17][CH2:16][CH2:15][CH2:14][N:13]1[CH2:18][CH2:19][CH2:20][NH2:21].[BH4-].[Na+]. (4) Given the product [CH2:1]([NH:3][C:33](=[O:34])[C:32]([C:21]1[CH:22]=[CH:23][CH:24]=[C:19]([C:6]2[C:5]([CH3:4])=[CH:14][C:13]3[C:12]([CH3:16])([CH3:15])[CH2:11][CH2:10][C:9]([CH3:18])([CH3:17])[C:8]=3[CH:7]=2)[CH:20]=1)=[CH2:31])[CH3:2], predict the reactants needed to synthesize it. The reactants are: [CH2:1]([NH2:3])[CH3:2].[CH3:4][C:5]1[C:6]([C:19]2[CH:20]=[C:21](C=CC(Cl)=O)[CH:22]=[CH:23][CH:24]=2)=[CH:7][C:8]2[C:9]([CH3:18])([CH3:17])[CH2:10][CH2:11][C:12]([CH3:16])([CH3:15])[C:13]=2[CH:14]=1.Cl.[CH2:31]1C[O:34][CH2:33][CH2:32]1. (5) The reactants are: [Cl:1][C:2]1[CH:7]=[CH:6][C:5]([C:8]2[N:17]=[C:16]([C:18]([OH:20])=O)[C:15]3[C:10](=[CH:11][CH:12]=[CH:13][CH:14]=3)[N:9]=2)=[CH:4][CH:3]=1.Cl.[OH:22][C:23]1[C:32]([CH3:33])=[CH:31][CH:30]=[C:29]2[C:24]=1[CH2:25][CH2:26][NH:27][CH2:28]2. Given the product [Cl:1][C:2]1[CH:7]=[CH:6][C:5]([C:8]2[N:17]=[C:16]([C:18]([N:27]3[CH2:26][CH2:25][C:24]4[C:29](=[CH:30][CH:31]=[C:32]([CH3:33])[C:23]=4[OH:22])[CH2:28]3)=[O:20])[C:15]3[C:10](=[CH:11][CH:12]=[CH:13][CH:14]=3)[N:9]=2)=[CH:4][CH:3]=1, predict the reactants needed to synthesize it.